This data is from Full USPTO retrosynthesis dataset with 1.9M reactions from patents (1976-2016). The task is: Predict the reactants needed to synthesize the given product. (1) Given the product [O:1]=[C:2]1[C:7]2[C:8]([C:16]3[CH:17]=[C:18]([C:21]([OH:23])=[O:22])[S:19][CH:20]=3)=[CH:9][N:10]([CH:11]([CH2:14][CH3:15])[CH2:12][CH3:13])[C:6]=2[CH:5]=[CH:4][NH:3]1, predict the reactants needed to synthesize it. The reactants are: [O:1]=[C:2]1[C:7]2[C:8]([C:16]3[CH:17]=[C:18]([C:21]([O:23]C)=[O:22])[S:19][CH:20]=3)=[CH:9][N:10]([CH:11]([CH2:14][CH3:15])[CH2:12][CH3:13])[C:6]=2[CH:5]=[CH:4][NH:3]1.CO.C1COCC1.[OH-].[Na+]. (2) The reactants are: O[CH2:2][C:3]1[CH:4]=[CH:5][C:6]([O:11][C:12]([F:15])([F:14])[F:13])=[C:7]([CH:10]=1)[C:8]#[N:9].S(Cl)([Cl:18])=O.O. Given the product [Cl:18][CH2:2][C:3]1[CH:4]=[CH:5][C:6]([O:11][C:12]([F:15])([F:14])[F:13])=[C:7]([CH:10]=1)[C:8]#[N:9], predict the reactants needed to synthesize it. (3) Given the product [CH3:6][O:5][C:3](=[O:4])[CH:2]([C:17]1[CH:22]=[CH:21][C:20]([C:23]([F:26])([F:24])[F:25])=[CH:19][C:18]=1[N+:27]([O-:29])=[O:28])[C:1]([O:8][CH3:9])=[O:7], predict the reactants needed to synthesize it. The reactants are: [C:1]([O:8][CH3:9])(=[O:7])[CH2:2][C:3]([O:5][CH3:6])=[O:4].CC(C)([O-])C.[K+].Cl[C:17]1[CH:22]=[CH:21][C:20]([C:23]([F:26])([F:25])[F:24])=[CH:19][C:18]=1[N+:27]([O-:29])=[O:28]. (4) Given the product [CH3:1][O:2][C:3]([C:4]1[C:5]([C:17]2[CH:18]=[CH:19][C:14]([CH:12]=[O:13])=[CH:15][CH:16]=2)=[CH:6][CH:7]=[CH:8][CH:9]=1)=[O:11], predict the reactants needed to synthesize it. The reactants are: [CH3:1][O:2][C:3](=[O:11])[C:4]1[CH:9]=[CH:8][CH:7]=[CH:6][C:5]=1Br.[CH:12]([C:14]1[CH:19]=[CH:18][C:17](B(O)O)=[CH:16][CH:15]=1)=[O:13].O1CCOCC1.C([O-])([O-])=O.[Na+].[Na+].